Dataset: Reaction yield outcomes from USPTO patents with 853,638 reactions. Task: Predict the reaction yield, written as a fraction of the theoretical maximum amount of product (1.0 means a 100% yield; for example, 0.34 means a 34% yield). (1) The reactants are [NH2:1][CH2:2][C:3]1[CH:4]=[CH:5][C:6]([Cl:19])=[C:7]([O:9][C:10]2[CH:11]=[C:12]([CH:15]=[C:16]([Cl:18])[CH:17]=2)[C:13]#[N:14])[CH:8]=1.[CH3:20][C:21]1[CH:29]=[C:28]([O:30][CH3:31])[CH:27]=[CH:26][C:22]=1[C:23](O)=[O:24].CN(C(ON1N=NC2C=CC=NC1=2)=[N+](C)C)C.F[P-](F)(F)(F)(F)F.CCN(C(C)C)C(C)C.C([O-])(O)=O.[Na+]. The catalyst is C(#N)C.CCOC(C)=O.CN(C=O)C. The product is [Cl:19][C:6]1[CH:5]=[CH:4][C:3]([CH2:2][NH:1][C:23](=[O:24])[C:22]2[CH:26]=[CH:27][C:28]([O:30][CH3:31])=[CH:29][C:21]=2[CH3:20])=[CH:8][C:7]=1[O:9][C:10]1[CH:11]=[C:12]([C:13]#[N:14])[CH:15]=[C:16]([Cl:18])[CH:17]=1. The yield is 0.190. (2) The yield is 0.0300. The product is [F:71][C:69]1[CH:68]=[C:65]([CH:64]=[C:63]([N:11]2[CH2:12][CH2:13][C:14]3[N:15]=[C:7]([C:2]4[CH:3]=[CH:4][CH:5]=[CH:6][N:1]=4)[S:8][C:9]=3[CH2:10]2)[CH:70]=1)[C:66]#[N:67]. The catalyst is C1(C)C=CC=CC=1.C1C=CC(/C=C/C(/C=C/C2C=CC=CC=2)=O)=CC=1.C1C=CC(/C=C/C(/C=C/C2C=CC=CC=2)=O)=CC=1.C1C=CC(/C=C/C(/C=C/C2C=CC=CC=2)=O)=CC=1.[Pd].[Pd]. The reactants are [N:1]1[CH:6]=[CH:5][CH:4]=[CH:3][C:2]=1[C:7]1[S:8][C:9]2[CH2:10][NH:11][CH2:12][CH2:13][C:14]=2[N:15]=1.C1C=CC(P(C2C(C3C(P(C4C=CC=CC=4)C4C=CC=CC=4)=CC=C4C=3C=CC=C4)=C3C(C=CC=C3)=CC=2)C2C=CC=CC=2)=CC=1.Br[C:63]1[CH:64]=[C:65]([CH:68]=[C:69]([F:71])[CH:70]=1)[C:66]#[N:67].CC(C)([O-])C.[Na+]. (3) The reactants are [CH3:1][O:2][C:3](=[O:12])[C:4]1[CH:9]=[CH:8][C:7]([CH2:10][OH:11])=[CH:6][CH:5]=1.[CH2:13]1[O:15][CH2:14]1.B(F)(F)F.CCOCC. The catalyst is ClCCl.[Cl-].[Na+].O. The product is [CH3:1][O:2][C:3](=[O:12])[C:4]1[CH:9]=[CH:8][C:7]([CH2:10][O:11][CH2:13][CH2:14][OH:15])=[CH:6][CH:5]=1. The yield is 0.170. (4) The reactants are [F:1][C:2]1[CH:12]=[C:11]([N+:13]([O-])=O)[CH:10]=[CH:9][C:3]=1[C:4]([N:6]([CH3:8])[CH3:7])=[O:5].O.O.Cl[Sn]Cl. The catalyst is CCO. The product is [NH2:13][C:11]1[CH:10]=[CH:9][C:3]([C:4]([N:6]([CH3:8])[CH3:7])=[O:5])=[C:2]([F:1])[CH:12]=1. The yield is 1.00. (5) The reactants are [NH:1]1[C:5](=[O:6])[CH:4]=[CH:3][C:2]1=[O:7].C(O)(C(F)(F)F)=O.[CH2:15]([N:22]([CH2:26][Si](C)(C)C)[CH2:23]OC)[C:16]1[CH:21]=[CH:20][CH:19]=[CH:18][CH:17]=1. The catalyst is C(Cl)Cl. The product is [CH2:15]([N:22]1[CH2:26][C@@H:3]2[C:2](=[O:7])[NH:1][C:5](=[O:6])[C@@H:4]2[CH2:23]1)[C:16]1[CH:21]=[CH:20][CH:19]=[CH:18][CH:17]=1. The yield is 0.390.